Dataset: Full USPTO retrosynthesis dataset with 1.9M reactions from patents (1976-2016). Task: Predict the reactants needed to synthesize the given product. (1) Given the product [Cl:1][C:2]1[N:7]=[CH:6][C:5]([CH:8]([OH:12])[CH:9]([NH:10][C:14](=[O:15])[O:16][C:17]([CH3:18])([CH3:20])[CH3:19])[CH2:21][C:22]2[CH:23]=[CH:24][C:25]([C:28]([F:31])([F:29])[F:30])=[CH:26][CH:27]=2)=[CH:4][CH:3]=1, predict the reactants needed to synthesize it. The reactants are: [Cl:1][C:2]1[N:7]=[CH:6][C:5]([CH:8]2[O:12]C(=O)[N:10]([C:14]([O:16][C:17]([CH3:20])([CH3:19])[CH3:18])=[O:15])[CH:9]2[CH2:21][C:22]2[CH:27]=[CH:26][C:25]([C:28]([F:31])([F:30])[F:29])=[CH:24][CH:23]=2)=[CH:4][CH:3]=1.CO.[OH-].[Na+].O. (2) The reactants are: Cl[C:2]1[CH:3]=[C:4]([C:9]2[N:13]3[C:14]4[N:22]=[C:21]([O:23][CH3:24])[CH:20]=[CH:19][C:15]=4[N:16]=[C:17]([CH3:18])[C:12]3=[C:11]([CH3:25])[N:10]=2)[CH:5]=[C:6]([Cl:8])[CH:7]=1.[Cl:26]C1C=CC(Cl)=CC=1B(O)O.C([O-])([O-])=O.[K+].[K+]. Given the product [Cl:26][C:3]1[CH:2]=[CH:7][C:6]([Cl:8])=[CH:5][C:4]=1[C:9]1[N:13]2[C:14]3[N:22]=[C:21]([O:23][CH3:24])[CH:20]=[CH:19][C:15]=3[N:16]=[C:17]([CH3:18])[C:12]2=[C:11]([CH3:25])[N:10]=1, predict the reactants needed to synthesize it. (3) The reactants are: [C:1]([O:4][C:5]1[C:10](=[O:11])[N:9]([CH:12]([CH3:14])[CH3:13])[C:8](=[O:15])[N:7]2[CH:16]([CH2:29][CH2:30][N:31](CC3C=CC=CC=3)[CH3:32])[CH2:17][N:18]([CH2:21][C:22]3[CH:27]=[CH:26][C:25]([F:28])=[CH:24][CH:23]=3)[C:19](=[O:20])[C:6]=12)(=[O:3])[CH3:2].Cl. Given the product [C:1]([O:4][C:5]1[C:10](=[O:11])[N:9]([CH:12]([CH3:14])[CH3:13])[C:8](=[O:15])[N:7]2[CH:16]([CH2:29][CH2:30][NH:31][CH3:32])[CH2:17][N:18]([CH2:21][C:22]3[CH:23]=[CH:24][C:25]([F:28])=[CH:26][CH:27]=3)[C:19](=[O:20])[C:6]=12)(=[O:3])[CH3:2], predict the reactants needed to synthesize it. (4) Given the product [F:26][C:23]1[CH:24]=[CH:25][C:20]([C:18]2[N:19]=[C:15]([NH:14][C:12](=[O:13])[C@@H:11]([NH:10][C:9]([C@H:8]3[O:7][C@@H:6]3[C:4]([OH:5])=[O:3])=[O:31])[CH2:27][CH:28]([CH3:29])[CH3:30])[S:16][CH:17]=2)=[CH:21][CH:22]=1, predict the reactants needed to synthesize it. The reactants are: C([O:3][C:4]([C@@H:6]1[C@@H:8]([C:9](=[O:31])[NH:10][C@@H:11]([CH2:27][CH:28]([CH3:30])[CH3:29])[C:12]([NH:14][C:15]2[S:16][CH:17]=[C:18]([C:20]3[CH:25]=[CH:24][C:23]([F:26])=[CH:22][CH:21]=3)[N:19]=2)=[O:13])[O:7]1)=[O:5])C.[Li+].[OH-].